From a dataset of Full USPTO retrosynthesis dataset with 1.9M reactions from patents (1976-2016). Predict the reactants needed to synthesize the given product. (1) Given the product [CH2:14]([NH:13][C:11](=[O:12])[C:10]1[CH:9]=[C:8]([C:6]2[N:7]=[C:2]3[NH:32][N:33]=[C:21]([C:23]4[CH:28]=[CH:27][C:26]([O:29][CH3:30])=[CH:25][CH:24]=4)[C:3]3=[CH:4][CH:5]=2)[C:18]([CH3:19])=[C:17]([F:20])[CH:16]=1)[CH3:15], predict the reactants needed to synthesize it. The reactants are: Cl[C:2]1[N:7]=[C:6]([C:8]2[CH:9]=[C:10]([CH:16]=[C:17]([F:20])[C:18]=2[CH3:19])[C:11]([NH:13][CH2:14][CH3:15])=[O:12])[CH:5]=[CH:4][C:3]=1[C:21]([C:23]1[CH:28]=[CH:27][C:26]([O:29][CH3:30])=[CH:25][CH:24]=1)=O.O.[NH2:32][NH2:33]. (2) Given the product [CH3:13][CH:14]([CH2:17][C:18]1[CH:23]=[CH:22][CH:21]=[CH:20][CH:19]=1)[CH2:15][N:16]1[CH2:10][C:5]2[C:4](=[CH:9][CH:8]=[CH:7][CH:6]=2)[C:3]1=[O:12], predict the reactants needed to synthesize it. The reactants are: CO[C:3](=[O:12])[C:4]1[CH:9]=[CH:8][CH:7]=[CH:6][C:5]=1[CH2:10]Br.[CH3:13][CH:14]([CH2:17][C:18]1[CH:23]=[CH:22][CH:21]=[CH:20][CH:19]=1)[CH2:15][NH2:16].C([O-])([O-])=O.[K+].[K+].C(OCC)(=O)C.